Dataset: Reaction yield outcomes from USPTO patents with 853,638 reactions. Task: Predict the reaction yield, written as a fraction of the theoretical maximum amount of product (1.0 means a 100% yield; for example, 0.34 means a 34% yield). (1) The reactants are [O:1]([CH2:8][CH:9]=[CH:10][C:11]1[CH:20]=[CH:19][CH:18]=[CH:17][C:12]=1[C:13]([O:15][CH3:16])=[O:14])[C:2]1[CH:7]=[CH:6][CH:5]=[CH:4][CH:3]=1. The catalyst is CO.[C].[Pd]. The product is [O:1]([CH2:8][CH2:9][CH2:10][C:11]1[CH:20]=[CH:19][CH:18]=[CH:17][C:12]=1[C:13]([O:15][CH3:16])=[O:14])[C:2]1[CH:3]=[CH:4][CH:5]=[CH:6][CH:7]=1. The yield is 0.550. (2) The reactants are [CH3:1][N:2]1[CH2:19][CH:18]2[CH:4]([C:5]3[CH:6]=[CH:7][CH:8]=[CH:9][C:10]=3[O:11][C:12]3[CH:13]=[CH:14][C:15]([Cl:20])=[CH:16][C:17]=32)[CH2:3]1.[P:21](=[O:25])([OH:24])([OH:23])[OH:22]. The catalyst is C(O)C. The product is [CH3:1][N:2]1[CH2:19][CH:18]2[CH:4]([C:5]3[CH:6]=[CH:7][CH:8]=[CH:9][C:10]=3[O:11][C:12]3[CH:13]=[CH:14][C:15]([Cl:20])=[CH:16][C:17]=32)[CH2:3]1.[P:21]([O-:25])([O-:24])([O-:23])=[O:22]. The yield is 0.940. (3) The reactants are C([O:3][C:4]([CH:6]1[C:18]2[C:17]3[C:12](=[CH:13][CH:14]=[CH:15][CH:16]=3)[N:11]([CH2:19][CH2:20][F:21])[C:10]=2[CH2:9][CH2:8][CH2:7]1)=[O:5])C.[OH-].[Na+]. The catalyst is C(O)C.O. The product is [F:21][CH2:20][CH2:19][N:11]1[C:10]2[CH2:9][CH2:8][CH2:7][CH:6]([C:4]([OH:5])=[O:3])[C:18]=2[C:17]2[C:12]1=[CH:13][CH:14]=[CH:15][CH:16]=2. The yield is 0.370. (4) The yield is 0.480. The catalyst is CCOCC. The reactants are C(OC([NH:8][C@@H:9]1[CH2:14][CH2:13][CH2:12][N:11]([C:15]2[C:20]([CH:21]3[CH2:23][CH2:22]3)=[CH:19][N:18]=[C:17]3[N:24](C(OC(C)(C)C)=O)[CH:25]=[C:26]([NH:27][C:28](=[O:35])[C:29]4[CH:34]=[CH:33][CH:32]=[N:31][CH:30]=4)[C:16]=23)[CH2:10]1)=O)(C)(C)C.C(O)(C(F)(F)F)=O.[ClH:50]. The product is [ClH:50].[NH2:8][C@@H:9]1[CH2:14][CH2:13][CH2:12][N:11]([C:15]2[C:20]([CH:21]3[CH2:22][CH2:23]3)=[CH:19][N:18]=[C:17]3[NH:24][CH:25]=[C:26]([NH:27][C:28](=[O:35])[C:29]4[CH:34]=[CH:33][CH:32]=[N:31][CH:30]=4)[C:16]=23)[CH2:10]1. (5) The reactants are [N+:1]([C:4]1[CH:10]=[CH:9][CH:8]=[CH:7][C:5]=1[NH2:6])([O-:3])=[O:2].[O:11]=[CH:12][C@@H:13]([C@H:15]([C@@H:17]([C@@H:19]([CH2:21][OH:22])[OH:20])[OH:18])[OH:16])O.OS(O)(=O)=O. The catalyst is CO. The product is [N+:1]([C:4]1[CH:10]=[CH:9][CH:8]=[CH:7][C:5]=1[NH:6][CH:21]1[O:22][C@H:13]([CH2:12][OH:11])[C@@H:15]([OH:16])[C@H:17]([OH:18])[C@H:19]1[OH:20])([O-:3])=[O:2]. The yield is 0.170.